From a dataset of NCI-60 drug combinations with 297,098 pairs across 59 cell lines. Regression. Given two drug SMILES strings and cell line genomic features, predict the synergy score measuring deviation from expected non-interaction effect. (1) Drug 1: C(CN)CNCCSP(=O)(O)O. Drug 2: C1C(C(OC1N2C=NC3=C2NC=NCC3O)CO)O. Cell line: A549. Synergy scores: CSS=-2.46, Synergy_ZIP=-0.172, Synergy_Bliss=-2.53, Synergy_Loewe=-3.44, Synergy_HSA=-3.79. (2) Drug 1: CC(C)(C1=NC(=CC=C1)N2C3=NC(=NC=C3C(=O)N2CC=C)NC4=CC=C(C=C4)N5CCN(CC5)C)O. Drug 2: B(C(CC(C)C)NC(=O)C(CC1=CC=CC=C1)NC(=O)C2=NC=CN=C2)(O)O. Cell line: OVCAR3. Synergy scores: CSS=73.8, Synergy_ZIP=-1.52, Synergy_Bliss=-2.31, Synergy_Loewe=-6.42, Synergy_HSA=-0.151.